Dataset: Reaction yield outcomes from USPTO patents with 853,638 reactions. Task: Predict the reaction yield, written as a fraction of the theoretical maximum amount of product (1.0 means a 100% yield; for example, 0.34 means a 34% yield). (1) The reactants are [C:1]([NH:4][C:5]1[C:10]([C:11]2[C:16]([CH3:17])=[CH:15][C:14]([O:18][CH2:19][C:20]3([OH:28])[CH2:25][CH2:24][S:23](=[O:27])(=[O:26])[CH2:22][CH2:21]3)=[CH:13][C:12]=2[CH3:29])=[CH:9][C:8]([CH2:30][NH:31][C:32]2[CH:37]=[CH:36][C:35]([CH2:38][CH2:39][C:40]([OH:42])=[O:41])=[C:34]([F:43])[CH:33]=2)=[CH:7][CH:6]=1)(=[O:3])[CH3:2].[OH-].[Na+].[Cl-].[Ca+2:47].[Cl-]. The catalyst is CO. The product is [Ca+2:47].[C:1]([NH:4][C:5]1[C:10]([C:11]2[C:16]([CH3:17])=[CH:15][C:14]([O:18][CH2:19][C:20]3([OH:28])[CH2:21][CH2:22][S:23](=[O:27])(=[O:26])[CH2:24][CH2:25]3)=[CH:13][C:12]=2[CH3:29])=[CH:9][C:8]([CH2:30][NH:31][C:32]2[CH:37]=[CH:36][C:35]([CH2:38][CH2:39][C:40]([O-:42])=[O:41])=[C:34]([F:43])[CH:33]=2)=[CH:7][CH:6]=1)(=[O:3])[CH3:2].[C:1]([NH:4][C:5]1[C:10]([C:11]2[C:16]([CH3:17])=[CH:15][C:14]([O:18][CH2:19][C:20]3([OH:28])[CH2:21][CH2:22][S:23](=[O:27])(=[O:26])[CH2:24][CH2:25]3)=[CH:13][C:12]=2[CH3:29])=[CH:9][C:8]([CH2:30][NH:31][C:32]2[CH:37]=[CH:36][C:35]([CH2:38][CH2:39][C:40]([O-:42])=[O:41])=[C:34]([F:43])[CH:33]=2)=[CH:7][CH:6]=1)(=[O:3])[CH3:2]. The yield is 0.440. (2) The reactants are [CH3:1][CH2:2][O:3][C:4]([C:6]1[N:7]([C:17]([O:19][C:20]([CH3:23])([CH3:22])[CH3:21])=[O:18])[C:8]2[C:13]([CH:14]=1)=[CH:12][C:11]([Cl:15])=[CH:10][C:9]=2[CH3:16])=[O:5].[Br:24]N1C(=O)CCC1=O.C(OOC(=O)C1C=CC=CC=1)(=O)C1C=CC=CC=1. The catalyst is C(Cl)(Cl)(Cl)Cl. The product is [CH3:1][CH2:2][O:3][C:4]([C:6]1[N:7]([C:17]([O:19][C:20]([CH3:22])([CH3:21])[CH3:23])=[O:18])[C:8]2[C:13]([CH:14]=1)=[CH:12][C:11]([Cl:15])=[CH:10][C:9]=2[CH2:16][Br:24])=[O:5]. The yield is 0.950. (3) The reactants are [F:1][C:2]1[CH:32]=[CH:31][C:30]([F:33])=[CH:29][C:3]=1[CH2:4][N:5]1[C:10](=[O:11])[CH:9]=[CH:8][C:7]([CH2:12][C:13]2[C:21]3[C:16](=[CH:17][CH:18]=[C:19]([F:22])[CH:20]=3)[N:15]([CH2:23][C:24]([O:26]C)=[O:25])[C:14]=2[CH3:28])=[CH:6]1.O.[OH-].[Li+]. No catalyst specified. The product is [F:1][C:2]1[CH:32]=[CH:31][C:30]([F:33])=[CH:29][C:3]=1[CH2:4][N:5]1[C:10](=[O:11])[CH:9]=[CH:8][C:7]([CH2:12][C:13]2[C:21]3[C:16](=[CH:17][CH:18]=[C:19]([F:22])[CH:20]=3)[N:15]([CH2:23][C:24]([OH:26])=[O:25])[C:14]=2[CH3:28])=[CH:6]1. The yield is 0.370. (4) The reactants are OO.O[Li].O.C([C@@H]1COC(=O)N1[C:19](=[O:37])[C@@H:20]([C:30]1[CH:35]=[CH:34][C:33]([Cl:36])=[CH:32][CH:31]=1)[CH2:21][NH:22][C:23](=[O:29])[O:24][C:25]([CH3:28])([CH3:27])[CH3:26])C1C=CC=CC=1.C[O:39]C1C=C(OC)C=CC=1C=O.[O-]S([O-])=O.[Na+].[Na+]. The catalyst is C1COCC1.O. The product is [C:25]([O:24][C:23]([NH:22][CH2:21][C@H:20]([C:30]1[CH:31]=[CH:32][C:33]([Cl:36])=[CH:34][CH:35]=1)[C:19]([OH:37])=[O:39])=[O:29])([CH3:26])([CH3:27])[CH3:28]. The yield is 0.942. (5) The reactants are [C:1]([C:5]1[O:9][N:8]=[C:7]([NH:10][C:11]([NH:13][C:14]2[CH:19]=[CH:18][CH:17]=[C:16]([SH:20])[CH:15]=2)=[O:12])[CH:6]=1)([CH3:4])([CH3:3])[CH3:2].Cl[C:22]1[C:31]2[C:26](=[CH:27][CH:28]=[C:29]([O:32][CH2:33][CH2:34][O:35][CH3:36])[CH:30]=2)[N:25]=[CH:24][N:23]=1. No catalyst specified. The product is [C:1]([C:5]1[O:9][N:8]=[C:7]([NH:10][C:11]([NH:13][C:14]2[CH:19]=[CH:18][CH:17]=[C:16]([S:20][C:22]3[C:31]4[C:26](=[CH:27][CH:28]=[C:29]([O:32][CH2:33][CH2:34][O:35][CH3:36])[CH:30]=4)[N:25]=[CH:24][N:23]=3)[CH:15]=2)=[O:12])[CH:6]=1)([CH3:4])([CH3:2])[CH3:3]. The yield is 0.640. (6) The reactants are [CH3:13][C:12]([O:11][C:9](O[C:9]([O:11][C:12]([CH3:15])([CH3:14])[CH3:13])=[O:10])=[O:10])([CH3:15])[CH3:14].Cl.Cl.Cl.[Cl:19][C:20]1[C:21]([CH2:44][NH2:45])=[C:22]2[C:28]3([CH2:33][CH2:32][NH:31][CH2:30][CH2:29]3)[CH2:27][N:26]([C:34]3[C:35]4[C@H:42]([CH3:43])[CH2:41][CH2:40][C:36]=4[N:37]=[CH:38][N:39]=3)[C:23]2=[CH:24][CH:25]=1. The catalyst is C(Cl)Cl. The product is [NH2:45][CH2:44][C:21]1[C:20]([Cl:19])=[CH:25][CH:24]=[C:23]2[N:26]([C:34]3[C:35]4[C@H:42]([CH3:43])[CH2:41][CH2:40][C:36]=4[N:37]=[CH:38][N:39]=3)[CH2:27][C:28]3([CH2:29][CH2:30][N:31]([C:9]([O:11][C:12]([CH3:13])([CH3:14])[CH3:15])=[O:10])[CH2:32][CH2:33]3)[C:22]=12. The yield is 0.710.